From a dataset of Forward reaction prediction with 1.9M reactions from USPTO patents (1976-2016). Predict the product of the given reaction. (1) Given the reactants [S:1](Cl)([C:4]1[CH:10]=[CH:9][C:7]([CH3:8])=[CH:6][CH:5]=1)(=[O:3])=[O:2].[OH:12][C@@H:13]([C:18]1[CH:23]=[CH:22][CH:21]=[CH:20][CH:19]=1)[C:14]([NH:16][CH3:17])=[O:15].CCN(C(C)C)C(C)C, predict the reaction product. The product is: [CH3:8][C:7]1[CH:9]=[CH:10][C:4]([S:1]([O:12][C@@H:13]([C:18]2[CH:23]=[CH:22][CH:21]=[CH:20][CH:19]=2)[C:14]([NH:16][CH3:17])=[O:15])(=[O:3])=[O:2])=[CH:5][CH:6]=1. (2) Given the reactants [Si]([O:8][C@@H:9]1[CH2:13][CH2:12][N:11](C(OC(C)(C)C)=O)[CH2:10]1)(C(C)(C)C)(C)C.[CH3:21][O:22][C:23](=[O:35])[C:24](=[N+]=[N-])[C:25]1[CH:30]=[CH:29][C:28]([Cl:31])=[C:27]([Cl:32])[CH:26]=1.C(C(CC)(CC)C)C.FC(F)(F)C(O)=O, predict the reaction product. The product is: [ClH:31].[Cl:32][C:27]1[CH:26]=[C:25]([C@H:24]([C@@H:12]2[CH2:13][C@@H:9]([OH:8])[CH2:10][NH:11]2)[C:23]([O:22][CH3:21])=[O:35])[CH:30]=[CH:29][C:28]=1[Cl:31].